Dataset: Catalyst prediction with 721,799 reactions and 888 catalyst types from USPTO. Task: Predict which catalyst facilitates the given reaction. (1) Reactant: [Br:1][C:2]1[CH:3]=[C:4]([CH:6]=[CH:7][C:8]=1[CH3:9])[NH2:5].[C:10](OC(=O)C)(=[O:12])[CH3:11]. Product: [C:10]([NH:5][C:4]1[CH:6]=[CH:7][C:8]([CH3:9])=[C:2]([Br:1])[CH:3]=1)(=[O:12])[CH3:11]. The catalyst class is: 2. (2) Product: [Br:1][C:2]1[CH:7]=[CH:6][C:5]([O:8][C@H:14]2[CH2:15][CH2:16][C@H:11]([CH2:9][CH3:10])[CH2:12][CH2:13]2)=[CH:4][CH:3]=1. The catalyst class is: 1. Reactant: [Br:1][C:2]1[CH:7]=[CH:6][C:5]([OH:8])=[CH:4][CH:3]=1.[CH2:9]([C@@H:11]1[CH2:16][CH2:15][C@H:14](O)[CH2:13][CH2:12]1)[CH3:10].C1C=CC(P(C2C=CC=CC=2)C2C=CC=CC=2)=CC=1.CCN(CC)CC.CC(OC(/N=N/C(OC(C)C)=O)=O)C. (3) Product: [CH3:19][O:18][C:6]1[CH:7]=[C:8]2[C:13](=[CH:14][C:5]=1[OH:4])[C:12]1=[CH:15][N:16]=[CH:17][N:11]1[CH2:10][CH2:9]2. Reactant: C([O:4][C:5]1[CH:14]=[C:13]2[C:8]([CH2:9][CH2:10][N:11]3[CH:17]=[N:16][CH:15]=[C:12]32)=[CH:7][C:6]=1[O:18][CH3:19])(C)C.CS(O)(=O)=O. The catalyst class is: 22. (4) Product: [Br:1][C:2]1[CH:3]=[C:4]([CH2:11][N:12]2[CH:16]=[N:15][C:14]([CH2:17][OH:18])=[N:13]2)[CH:5]=[N:6][C:7]=1[O:8][CH2:9][CH3:10]. Reactant: [Br:1][C:2]1[CH:3]=[C:4]([CH2:11][N:12]2[CH:16]=[N:15][C:14]([C:17](OC)=[O:18])=[N:13]2)[CH:5]=[N:6][C:7]=1[O:8][CH2:9][CH3:10].[Li+].[BH4-].O.[OH-].[Na+]. The catalyst class is: 1.